Dataset: Forward reaction prediction with 1.9M reactions from USPTO patents (1976-2016). Task: Predict the product of the given reaction. (1) Given the reactants [C:1](/[C:3](=[C:16](\[C:18]1[CH:23]=[CH:22][C:21]([OH:24])=[CH:20][CH:19]=1)/[CH3:17])/[C:4]([NH:6][CH2:7][CH2:8][CH2:9][CH2:10][CH2:11][CH2:12][CH2:13][CH2:14][CH3:15])=[O:5])#[N:2].S(Cl)([Cl:28])(=O)=O.C(=O)([O-])O.[Na+], predict the reaction product. The product is: [Cl:28][C:22]1[CH:23]=[C:18](/[C:16](/[CH3:17])=[C:3](\[C:1]#[N:2])/[C:4]([NH:6][CH2:7][CH2:8][CH2:9][CH2:10][CH2:11][CH2:12][CH2:13][CH2:14][CH3:15])=[O:5])[CH:19]=[CH:20][C:21]=1[OH:24]. (2) Given the reactants [CH2:1]([O:3][C:4]([C:6]1[S:7][CH:8]=[C:9]([C:11]([OH:13])=O)[N:10]=1)=[O:5])[CH3:2].[CH2:14]([NH:16][CH2:17][CH3:18])[CH3:15].CN(C(ON1N=NC2C=CC=NC1=2)=[N+](C)C)C.F[P-](F)(F)(F)(F)F, predict the reaction product. The product is: [CH2:14]([N:16]([CH2:17][CH3:18])[C:11]([C:9]1[N:10]=[C:6]([C:4]([O:3][CH2:1][CH3:2])=[O:5])[S:7][CH:8]=1)=[O:13])[CH3:15]. (3) Given the reactants B1(B2OC(C)(C)C(C)(C)O2)OC(C)(C)C(C)(C)[O:2]1.[Br:19][C:20]1[CH:25]=[CH:24][CH:23]=[C:22]([Cl:26])[CH:21]=1.OOS([O-])=O.[K+], predict the reaction product. The product is: [Br:19][C:20]1[CH:25]=[C:24]([OH:2])[CH:23]=[C:22]([Cl:26])[CH:21]=1. (4) Given the reactants Br[C:2]1[CH:11]=[C:10]2[C:5]([C:6]([CH3:15])([CH3:14])[CH2:7][CH2:8][C:9]2([CH3:13])[CH3:12])=[C:4]([O:16][CH2:17][O:18][CH2:19][CH3:20])[CH:3]=1.C([Li])CCC.[B:26](OC(C)C)([O:31]C(C)C)[O:27]C(C)C.[Cl-].[NH4+], predict the reaction product. The product is: [CH2:19]([O:18][CH2:17][O:16][C:4]1[C:5]2[C:6]([CH3:15])([CH3:14])[CH2:7][CH2:8][C:9]([CH3:13])([CH3:12])[C:10]=2[CH:11]=[C:2]([B:26]([OH:31])[OH:27])[CH:3]=1)[CH3:20]. (5) Given the reactants Cl[C:2]1[N:7]=[C:6](Cl)[C:5]([Cl:9])=[CH:4][N:3]=1.Cl[C:11]1[N:16]=[C:15](Cl)[CH:14]=[CH:13]N=1.ClC1N=C([C:25]2[CH:34]=[CH:33][C:28]([C:29](OC)=[O:30])=[CH:27][C:26]=2[C:35]([N:37]2[CH2:46][CH2:45][C:44]3[C:39](=[CH:40][CH:41]=[CH:42][CH:43]=3)[CH2:38]2)=[O:36])C=CN=1.[Cl:47][C:48]1[CH:49]=C(C=[CH:59][C:60]=1[Cl:61])CCNCCCC.[CH2:62](N(CCCC)C1N=C(C2C=CC(C(O)=O)=CC=2C(N2CCC3C(=CC=CC=3)C2)=O)C=CN=1)[CH2:63][CH2:64]C.Cl[C:99]1[CH:108]=[CH:107][C:106]([Cl:109])=[C:105]2[C:100]=1[CH:101]=[CH:102][C:103]([S:110]([NH2:113])(=[O:112])=[O:111])=[CH:104]2.C1C2C(=CC=CC=2)C=CC=1S(N)(=O)=O, predict the reaction product. The product is: [CH2:11]([N:16]([CH2:15][C:14]1[CH:13]=[CH:49][C:48]([Cl:47])=[C:60]([Cl:61])[CH:59]=1)[C:2]1[N:7]=[C:6]([C:25]2[CH:34]=[CH:33][C:28]([C:29]([NH:113][S:110]([C:103]3[CH:102]=[CH:101][C:100]4[C:105](=[C:106]([Cl:109])[CH:107]=[CH:108][CH:99]=4)[CH:104]=3)(=[O:112])=[O:111])=[O:30])=[CH:27][C:26]=2[C:35]([N:37]2[CH2:46][CH2:45][C:44]3[C:39](=[CH:40][CH:41]=[CH:42][CH:43]=3)[CH2:38]2)=[O:36])[C:5]([Cl:9])=[CH:4][N:3]=1)[CH2:62][CH2:63][CH3:64]. (6) Given the reactants C([O:3][C:4]([C:6]1[S:10][C:9]([NH:11][C:12](=[O:14])[CH3:13])=[N:8][C:7]=1[C:15]1[CH:20]=[CH:19][CH:18]=[CH:17][CH:16]=1)=[O:5])C.[OH-].[Na+].[Li+].[OH-].Cl, predict the reaction product. The product is: [C:12]([NH:11][C:9]1[S:10][C:6]([C:4]([OH:5])=[O:3])=[C:7]([C:15]2[CH:20]=[CH:19][CH:18]=[CH:17][CH:16]=2)[N:8]=1)(=[O:14])[CH3:13].